This data is from Catalyst prediction with 721,799 reactions and 888 catalyst types from USPTO. The task is: Predict which catalyst facilitates the given reaction. (1) The catalyst class is: 63. Product: [CH3:16][NH:15][C:12]1[N:13]=[CH:14][C:9]([OH:8])=[CH:10][N:11]=1. Reactant: C([O:8][C:9]1[CH:10]=[N:11][C:12]([NH:15][CH3:16])=[N:13][CH:14]=1)C1C=CC=CC=1. (2) The catalyst class is: 12. Product: [CH:1]1([C:6]2[CH:7]=[N:8][N:9]([CH2:11][CH2:12][C@@:13]([CH3:23])([S:19]([CH3:22])(=[O:20])=[O:21])[C:14]([OH:16])=[O:15])[CH:10]=2)[CH2:5][CH2:4][CH2:3][CH2:2]1. Reactant: [CH:1]1([C:6]2[CH:7]=[N:8][N:9]([CH2:11][CH2:12][C@@:13]([CH3:23])([S:19]([CH3:22])(=[O:21])=[O:20])[C:14]([O:16]CC)=[O:15])[CH:10]=2)[CH2:5][CH2:4][CH2:3][CH2:2]1.[Li+].[OH-].Cl.